Task: Predict the reactants needed to synthesize the given product.. Dataset: Full USPTO retrosynthesis dataset with 1.9M reactions from patents (1976-2016) Given the product [F:25][C:6]1[CH:7]=[C:8]([C:10]2[CH:15]=[C:14]([N:16]3[CH2:21][CH2:20][O:19][CH2:18][C@H:17]3[CH3:22])[N:13]=[C:12]([NH:23][CH3:24])[N:11]=2)[CH:9]=[C:2]2[C:3]=1[C:4]([NH2:5])=[N:26][NH:27]2, predict the reactants needed to synthesize it. The reactants are: F[C:2]1[CH:9]=[C:8]([C:10]2[CH:15]=[C:14]([N:16]3[CH2:21][CH2:20][O:19][CH2:18][C@H:17]3[CH3:22])[N:13]=[C:12]([NH:23][CH3:24])[N:11]=2)[CH:7]=[C:6]([F:25])[C:3]=1[C:4]#[N:5].[NH2:26][NH2:27].CCN(C(C)C)C(C)C.C(O)C.